Predict the product of the given reaction. From a dataset of Forward reaction prediction with 1.9M reactions from USPTO patents (1976-2016). (1) Given the reactants Cl[C:2]1[C:3](=[O:21])[N:4]([CH2:17][CH:18]([CH3:20])[CH3:19])[C:5]([C:9]2[C:14]([F:15])=[CH:13][CH:12]=[CH:11][C:10]=2[F:16])=[C:6]([Cl:8])[N:7]=1.[I-:22].[Na+].CC(C)=O, predict the reaction product. The product is: [Cl:8][C:6]1[N:7]=[C:2]([I:22])[C:3](=[O:21])[N:4]([CH2:17][CH:18]([CH3:20])[CH3:19])[C:5]=1[C:9]1[C:14]([F:15])=[CH:13][CH:12]=[CH:11][C:10]=1[F:16]. (2) Given the reactants Br[C:2]1[S:6][C:5]([C:7]([C:25]2[S:26][C:27](Br)=[CH:28][CH:29]=2)=[CH:8][CH2:9][S:10][C:11]2[CH:23]=[CH:22][C:14]([O:15][CH2:16][C:17]([O:19][CH2:20][CH3:21])=[O:18])=[C:13]([CH3:24])[CH:12]=2)=[CH:4][CH:3]=1.[CH2:31]([N:34]1[CH2:39][CH2:38][O:37][CH2:36][CH2:35]1)[C:32]#[CH:33], predict the reaction product. The product is: [N:34]1([CH2:31][C:32]#[C:33][C:2]2[S:6][C:5]([C:7]([C:25]3[S:26][C:27]([C:33]#[C:32][CH2:31][N:34]4[CH2:39][CH2:38][O:37][CH2:36][CH2:35]4)=[CH:28][CH:29]=3)=[CH:8][CH2:9][S:10][C:11]3[CH:23]=[CH:22][C:14]([O:15][CH2:16][C:17]([O:19][CH2:20][CH3:21])=[O:18])=[C:13]([CH3:24])[CH:12]=3)=[CH:4][CH:3]=2)[CH2:39][CH2:38][O:37][CH2:36][CH2:35]1. (3) Given the reactants Cl[C:2]1[N:7]=[C:6]([NH:8][C@H:9]2[CH2:14][CH2:13][C@H:12]([OH:15])[CH2:11][CH2:10]2)[C:5]([N+:16]([O-:18])=[O:17])=[CH:4][CH:3]=1.FC(F)(F)C([O-])=[O:22], predict the reaction product. The product is: [OH:15][C@H:12]1[CH2:13][CH2:14][C@H:9]([NH:8][C:6]2[N:7]=[C:2]([OH:22])[CH:3]=[CH:4][C:5]=2[N+:16]([O-:18])=[O:17])[CH2:10][CH2:11]1. (4) Given the reactants [Cl:1][C:2]1[C:3]([F:25])=[C:4]([CH:14]2[CH2:17][N:16]([C:18]([O:20][C:21]([CH3:24])([CH3:23])[CH3:22])=[O:19])[CH2:15]2)[C:5]([O:11][CH2:12][CH3:13])=[C:6]([CH:8](O)[CH3:9])[CH:7]=1.N1C(Cl)=NC(Cl)=NC=1[Cl:28], predict the reaction product. The product is: [Cl:1][C:2]1[C:3]([F:25])=[C:4]([CH:14]2[CH2:17][N:16]([C:18]([O:20][C:21]([CH3:24])([CH3:23])[CH3:22])=[O:19])[CH2:15]2)[C:5]([O:11][CH2:12][CH3:13])=[C:6]([CH:8]([Cl:28])[CH3:9])[CH:7]=1.